The task is: Regression. Given two drug SMILES strings and cell line genomic features, predict the synergy score measuring deviation from expected non-interaction effect.. This data is from NCI-60 drug combinations with 297,098 pairs across 59 cell lines. Drug 1: CC1=C(C(=CC=C1)Cl)NC(=O)C2=CN=C(S2)NC3=CC(=NC(=N3)C)N4CCN(CC4)CCO. Drug 2: C#CCC(CC1=CN=C2C(=N1)C(=NC(=N2)N)N)C3=CC=C(C=C3)C(=O)NC(CCC(=O)O)C(=O)O. Cell line: ACHN. Synergy scores: CSS=70.5, Synergy_ZIP=-3.34, Synergy_Bliss=-2.63, Synergy_Loewe=-1.57, Synergy_HSA=0.846.